This data is from Forward reaction prediction with 1.9M reactions from USPTO patents (1976-2016). The task is: Predict the product of the given reaction. (1) Given the reactants Br[C:2]1[C:10]2[C:5](=[CH:6][C:7]([N+:11]([O-:13])=[O:12])=[CH:8][CH:9]=2)[NH:4][N:3]=1.[F:14][C:15]1[CH:16]=[C:17]([Sn](CCCC)(CCCC)CCCC)[CH:18]=[CH:19][CH:20]=1.C(OCC)(=O)C, predict the reaction product. The product is: [F:14][C:15]1[CH:20]=[C:19]([C:2]2[C:10]3[C:5](=[CH:6][C:7]([N+:11]([O-:13])=[O:12])=[CH:8][CH:9]=3)[NH:4][N:3]=2)[CH:18]=[CH:17][CH:16]=1. (2) Given the reactants [Br:1][C:2]1[C:3]([OH:12])=[CH:4][CH:5]=[C:6]2[C:11]=1[N:10]=[CH:9][CH:8]=[CH:7]2.C([O-])([O-])=O.[Cs+].[Cs+].Br[CH2:20][CH2:21][F:22], predict the reaction product. The product is: [Br:1][C:2]1[C:3]([O:12][CH2:20][CH2:21][F:22])=[CH:4][CH:5]=[C:6]2[C:11]=1[N:10]=[CH:9][CH:8]=[CH:7]2. (3) Given the reactants [F:1][C:2]1[C:7]([C:8](O)=[O:9])=[CH:6][CH:5]=[CH:4][C:3]=1[C:11]1[CH:16]=[CH:15][CH:14]=[CH:13][CH:12]=1.C(Cl)(=O)C([Cl:20])=O, predict the reaction product. The product is: [F:1][C:2]1[C:7]([C:8]([Cl:20])=[O:9])=[CH:6][CH:5]=[CH:4][C:3]=1[C:11]1[CH:16]=[CH:15][CH:14]=[CH:13][CH:12]=1. (4) Given the reactants [OH:1][C:2]1[CH:7]=[CH:6][C:5]([N:8]2[CH2:13][CH2:12][NH:11][CH2:10][CH2:9]2)=[CH:4][CH:3]=1.[C:14]1(=O)[CH2:18][CH2:17][CH2:16][CH2:15]1.C(O)(=O)C.[BH3-]C#N.[Na+], predict the reaction product. The product is: [CH:14]1([N:11]2[CH2:12][CH2:13][N:8]([C:5]3[CH:4]=[CH:3][C:2]([OH:1])=[CH:7][CH:6]=3)[CH2:9][CH2:10]2)[CH2:18][CH2:17][CH2:16][CH2:15]1.